Dataset: Forward reaction prediction with 1.9M reactions from USPTO patents (1976-2016). Task: Predict the product of the given reaction. (1) Given the reactants [NH2:1][C:2]1[N:7]=[C:6](Cl)[C:5]([C:9]#[N:10])=[C:4]([C:11]2[CH:16]=[CH:15][CH:14]=[CH:13][CH:12]=2)[N:3]=1.[C:17]1([CH2:23][CH2:24][OH:25])[CH:22]=[CH:21][CH:20]=[CH:19][CH:18]=1.C1CCN2C(=NCCC2)CC1.C1(C=C)C=CC=CC=1, predict the reaction product. The product is: [NH2:1][C:2]1[N:7]=[C:6]([O:25][CH2:24][CH2:23][C:17]2[CH:22]=[CH:21][CH:20]=[CH:19][CH:18]=2)[C:5]([C:9]#[N:10])=[C:4]([C:11]2[CH:16]=[CH:15][CH:14]=[CH:13][CH:12]=2)[N:3]=1. (2) The product is: [NH2:26][C@@H:23]1[CH2:24][CH2:25][C@H:20]([NH:19][C:18]2[N:13]3[N:12]=[C:11]([NH:10][C:7]4[CH:6]=[CH:5][C:4]([C:1]([NH2:2])=[O:3])=[CH:9][CH:8]=4)[N:34]=[C:14]3[CH:15]=[CH:16][CH:17]=2)[CH2:21][CH2:22]1. Given the reactants [C:1]([C:4]1[CH:9]=[CH:8][C:7]([NH:10][C:11]2[N:34]=[C:14]3[CH:15]=[CH:16][CH:17]=[C:18]([NH:19][C@@H:20]4[CH2:25][CH2:24][C@H:23]([NH:26]C(=O)OC(C)(C)C)[CH2:22][CH2:21]4)[N:13]3[N:12]=2)=[CH:6][CH:5]=1)(=[O:3])[NH2:2].C(=O)([O-])[O-].[Na+].[Na+].OO, predict the reaction product. (3) The product is: [C:27]1([CH3:37])[CH:32]=[CH:31][CH:30]=[CH:29][C:28]=1[NH:33][C:34]([NH:36][C:2]([NH:1][CH2:4][C:5]1[CH:10]=[CH:9][CH:8]=[C:7]([C:11]2[N:15]=[CH:14][N:13]([C:16]3[CH:21]=[CH:20][C:19]([O:22][C:23]([F:25])([F:24])[F:26])=[CH:18][CH:17]=3)[N:12]=2)[CH:6]=1)=[O:3])=[S:35]. Given the reactants [N:1]([CH2:4][C:5]1[CH:6]=[C:7]([C:11]2[N:15]=[CH:14][N:13]([C:16]3[CH:21]=[CH:20][C:19]([O:22][C:23]([F:26])([F:25])[F:24])=[CH:18][CH:17]=3)[N:12]=2)[CH:8]=[CH:9][CH:10]=1)=[C:2]=[O:3].[C:27]1([CH3:37])[CH:32]=[CH:31][CH:30]=[CH:29][C:28]=1[NH:33][C:34]([NH2:36])=[S:35], predict the reaction product. (4) Given the reactants [H-].[Na+].[C:3]1([CH:9]([OH:11])[CH3:10])[CH:8]=[CH:7][CH:6]=[CH:5][CH:4]=1.[I:12][C:13]1[N:14]=[N:15][C:16](I)=[CH:17][CH:18]=1.O, predict the reaction product. The product is: [I:12][C:13]1[N:14]=[N:15][C:16]([O:11][CH:9]([C:3]2[CH:8]=[CH:7][CH:6]=[CH:5][CH:4]=2)[CH3:10])=[CH:17][CH:18]=1. (5) Given the reactants I[C:2]1[S:11][C:5]2[C:6](=[O:10])[O:7][CH2:8][CH2:9][C:4]=2[C:3]=1[CH3:12].[CH:13]1[CH:18]=[CH:17][C:16](P([C:13]2[CH:18]=[CH:17][CH:16]=[CH:15][CH:14]=2)[C:13]2[CH:18]=[CH:17][CH:16]=[CH:15][CH:14]=2)=[CH:15][CH:14]=1.C([O-])([O-])=O.[Na+].[Na+].[ClH:38].O.C1(C)C=CC(S(O)(=O)=O)=CC=1.C([O-])(O)=O.[Na+], predict the reaction product. The product is: [Cl:38][C:16]1[CH:17]=[CH:18][C:13]([C:2]2[S:11][C:5]3[C:6](=[O:10])[O:7][CH2:8][CH2:9][C:4]=3[C:3]=2[CH3:12])=[CH:14][CH:15]=1.